From a dataset of Experimentally validated miRNA-target interactions with 360,000+ pairs, plus equal number of negative samples. Binary Classification. Given a miRNA mature sequence and a target amino acid sequence, predict their likelihood of interaction. (1) The miRNA is hsa-miR-6761-3p with sequence UCCUACGCUGCUCUCUCACUCC. The protein sequence of the target gene is MARRPRHSIYSSDEDDEDIEMCDHDYDGLLPKSGKRHLGKTRWTREEDEKLKKLVEQNGTDDWKVIANYLPNRTDVQCQHRWQKVLNPELIKGPWTKEEDQRVIELVQKYGPKRWSVIAKHLKGRIGKQCRERWHNHLNPEVKKTSWTEEEDRIIYQAHKRLGNRWAEIAKLLPGRTDNAIKNHWNSTMRRKVEQEGYLQEPSKASQTPVATSFQKNNHLMGFGHASPPSQLSPSGQSSVNSEYPYYHIAEAQNISSHVPYPVALHVNIVNVPQPAAAAIQRHYNDEDPEKEKRIKELEL.... Result: 0 (no interaction). (2) The miRNA is hsa-miR-2116-3p with sequence CCUCCCAUGCCAAGAACUCCC. The protein sequence of the target gene is MDCVIFEEVAVNFTPEEWALLDHAQRSLYRDVMLETCRNLASLDCYIYVRTSGSSSQRDVFGNGISNDEEIVKFTGSDSWSIFGENWRFDNTGDQHQIPQRHLRSQLGRLCESNEGHQCGETLSQTANLLVHKSYPTEAKPSECTKCGKAFENRQRSHTGQRPCKECGQACSCLSCQSPPMKTQTVEKPCNCQDSRTASVTYVKSLSSKKSYECQKCGKAFICPSSFRGHVNSHHGQKTHACKVCGKTFMYYSYLTRHVRTHTGEKPYECKECGKAFSCPSYFREHVRTHTGEKPYECKH.... Result: 0 (no interaction). (3) The miRNA is hsa-miR-6807-5p with sequence GUGAGCCAGUGGAAUGGAGAGG. The protein sequence of the target gene is MKLLQVLLVLLFVALADGAQPKRCFSNVEGYCRKKCRLVEISEMGCLHGKYCCVNELENKKHKKHSVVEETVKLQDKSKVQDYMILPTVTYYTISI. Result: 0 (no interaction). (4) The miRNA is hsa-miR-20a-5p with sequence UAAAGUGCUUAUAGUGCAGGUAG. The protein sequence of the target gene is MQKIKSLMTRQGLKSPQESLSDLGAIESLRVPGKEEFRELREQPSDPQAEQELINSIEQVYFSVDSFDIVKYELEKLPPVLNLQELEAYRDKLKQQQAAVSKKVADLILEKQPAYVKELERVTSLQTGLQLAAVICTNGRRHLNIAKEGFTQASLGLLANQRKRQLLIGLLKSLRTIKTLQRTDVRLSEMLEEEDYPGAIQLCLECQKAASTFKHYSCISELNSKLQDTLEQIEEQLDVALSKICKNFDINHYTKVQQAYRLLGKTQTAMDQLHMHFTQAIHNTVFQVVLGYVELCAGNT.... Result: 1 (interaction). (5) The miRNA is hsa-miR-1914-3p with sequence GGAGGGGUCCCGCACUGGGAGG. The protein sequence of the target gene is MGEKPGTRVFKKSSPNCKLTVYLGKRDFVDHLDKVDPVDGVVLVDPDYLKDRKVFVTLTCAFRYGREDLDVLGLSFRKDLFIATYQAFPPVPNPPRPPTRLQDRLLRKLGQHAHPFFFTIPQNLPCSVTLQPGPEDTGKACGVDFEIRAFCAKSLEEKSHKRNSVRLVIRKVQFAPEKPGPQPSAETTRHFLMSDRSLHLEASLDKELYYHGEPLNVNVHVTNNSTKTVKKIKVSVRQYADICLFSTAQYKCPVAQLEQDDQVSPSSTFCKVYTITPLLSDNREKRGLALDGKLKHEDTN.... Result: 1 (interaction). (6) The miRNA is hsa-miR-29a-3p with sequence UAGCACCAUCUGAAAUCGGUUA. The protein sequence of the target gene is MEAENAGSYSLQQAQAFYTFPFQQLMAEAPNMAVVNEQQMPEEVPAPAPAQEPVQEAPKGRKRKPRTTEPKQPVEPKKPVESKKSGKSAKSKEKQEKITDTFKVKRKVDRFNGVSEAELLTKTLPDILTFNLDIVIIGINPGLMAAYKGHHYPGPGNHFWKCLFMSGLSEVQLNHMDDHTLPGKYGIGFTNMVERTTPGSKDLSSKEFREGGRILVQKLQKYQPRIAVFNGKCIYEIFSKEVFGVKVKNLEFGLQPHKIPDTETLCYVMPSSSARCAQFPRAQDKVHYYIKLKDLRDQLK.... Result: 1 (interaction). (7) The miRNA is hsa-miR-5698 with sequence UGGGGGAGUGCAGUGAUUGUGG. The protein sequence of the target gene is MSDRQAAEGPAFWSPAARRGSAGGVGDRRGVEESQAAASEKEDLESTNVSSPLASASDPAAESSPYRPQMVSPASKDTTEDLQNVAGASEGQAPGEQAALPAGQTQVLSEMAKYQAPQRPEDTVMIQSEHTGAIDVLSADLESADLLGDHRKVSPPLMAPPCVWTFAKVKEFKSKLGKEKNSRLVVKRGEVVTIRVPTHPEGKRVCWEFATDDYDIGFGVYFDWTPVTSTDITVQVSDSSEDEEEEEDEEEEIEEPVPVGDVERGSRSSLRGRYGEVMPVYRRDSHRDVQAGSHDYPGEG.... Result: 0 (no interaction).